Task: Regression. Given two drug SMILES strings and cell line genomic features, predict the synergy score measuring deviation from expected non-interaction effect.. Dataset: NCI-60 drug combinations with 297,098 pairs across 59 cell lines (1) Drug 1: CCCS(=O)(=O)NC1=C(C(=C(C=C1)F)C(=O)C2=CNC3=C2C=C(C=N3)C4=CC=C(C=C4)Cl)F. Drug 2: CC12CCC3C(C1CCC2=O)CC(=C)C4=CC(=O)C=CC34C. Cell line: PC-3. Synergy scores: CSS=25.4, Synergy_ZIP=6.23, Synergy_Bliss=6.42, Synergy_Loewe=-7.28, Synergy_HSA=5.32. (2) Drug 1: CCC1=CC2CC(C3=C(CN(C2)C1)C4=CC=CC=C4N3)(C5=C(C=C6C(=C5)C78CCN9C7C(C=CC9)(C(C(C8N6C)(C(=O)OC)O)OC(=O)C)CC)OC)C(=O)OC.C(C(C(=O)O)O)(C(=O)O)O. Drug 2: CCN(CC)CCCC(C)NC1=C2C=C(C=CC2=NC3=C1C=CC(=C3)Cl)OC. Cell line: OVCAR-8. Synergy scores: CSS=50.4, Synergy_ZIP=5.51, Synergy_Bliss=6.31, Synergy_Loewe=-9.66, Synergy_HSA=6.36. (3) Drug 1: COC1=CC(=CC(=C1O)OC)C2C3C(COC3=O)C(C4=CC5=C(C=C24)OCO5)OC6C(C(C7C(O6)COC(O7)C8=CC=CS8)O)O. Drug 2: CC1=C(N=C(N=C1N)C(CC(=O)N)NCC(C(=O)N)N)C(=O)NC(C(C2=CN=CN2)OC3C(C(C(C(O3)CO)O)O)OC4C(C(C(C(O4)CO)O)OC(=O)N)O)C(=O)NC(C)C(C(C)C(=O)NC(C(C)O)C(=O)NCCC5=NC(=CS5)C6=NC(=CS6)C(=O)NCCC[S+](C)C)O. Cell line: HCC-2998. Synergy scores: CSS=20.4, Synergy_ZIP=-1.14, Synergy_Bliss=5.63, Synergy_Loewe=-0.288, Synergy_HSA=4.12. (4) Synergy scores: CSS=-0.115, Synergy_ZIP=-3.65, Synergy_Bliss=-6.60, Synergy_Loewe=-23.2, Synergy_HSA=-8.15. Cell line: SNB-19. Drug 2: C1=NC2=C(N1)C(=S)N=CN2. Drug 1: CN(C)C1=NC(=NC(=N1)N(C)C)N(C)C. (5) Drug 1: CCC1(CC2CC(C3=C(CCN(C2)C1)C4=CC=CC=C4N3)(C5=C(C=C6C(=C5)C78CCN9C7C(C=CC9)(C(C(C8N6C=O)(C(=O)OC)O)OC(=O)C)CC)OC)C(=O)OC)O.OS(=O)(=O)O. Drug 2: N.N.Cl[Pt+2]Cl. Cell line: COLO 205. Synergy scores: CSS=27.3, Synergy_ZIP=-5.69, Synergy_Bliss=-2.54, Synergy_Loewe=-31.3, Synergy_HSA=-0.655. (6) Drug 1: CC(CN1CC(=O)NC(=O)C1)N2CC(=O)NC(=O)C2. Drug 2: C1CN(CCN1C(=O)CCBr)C(=O)CCBr. Cell line: NCI-H522. Synergy scores: CSS=24.1, Synergy_ZIP=-5.52, Synergy_Bliss=0.266, Synergy_Loewe=2.16, Synergy_HSA=4.42.